Dataset: Reaction yield outcomes from USPTO patents with 853,638 reactions. Task: Predict the reaction yield, written as a fraction of the theoretical maximum amount of product (1.0 means a 100% yield; for example, 0.34 means a 34% yield). (1) The reactants are Cl[C:2]([O:4][CH2:5][CH:6]=[CH2:7])=[O:3].[NH2:8][C:9]1[CH:14]=[C:13]([O:15][Si:16]([CH:23]([CH3:25])[CH3:24])([CH:20]([CH3:22])[CH3:21])[CH:17]([CH3:19])[CH3:18])[C:12]([O:26][CH3:27])=[CH:11][C:10]=1[C:28]([N:30]1[CH:34]=[C:33](/[CH:35]=[CH:36]/[CH3:37])[CH2:32][C@H:31]1[CH2:38][O:39][Si:40]([C:43]([CH3:46])([CH3:45])[CH3:44])([CH3:42])[CH3:41])=[O:29].N1C=CC=CC=1. The catalyst is C(Cl)Cl. The product is [Si:40]([O:39][CH2:38][C@@H:31]1[CH2:32][C:33](/[CH:35]=[CH:36]/[CH3:37])=[CH:34][N:30]1[C:28]([C:10]1[CH:11]=[C:12]([O:26][CH3:27])[C:13]([O:15][Si:16]([CH:17]([CH3:19])[CH3:18])([CH:23]([CH3:25])[CH3:24])[CH:20]([CH3:21])[CH3:22])=[CH:14][C:9]=1[NH:8][C:2](=[O:3])[O:4][CH2:5][CH:6]=[CH2:7])=[O:29])([C:43]([CH3:44])([CH3:46])[CH3:45])([CH3:41])[CH3:42]. The yield is 1.00. (2) The reactants are Cl[CH2:2][CH2:3][CH2:4][CH2:5][O:6][C:7]1[CH:16]=[C:15]2[C:10]([C:11]([NH:17][C:18]3[C:26]4[O:25][CH2:24][O:23][C:22]=4[C:21]([C:27]#[C:28][CH2:29][O:30][CH3:31])=[CH:20][C:19]=3[Cl:32])=[N:12][CH:13]=[N:14]2)=[CH:9][C:8]=1[O:33][CH3:34].C(N(CC)CC)C.[C:42]([N:45]1[CH2:50][CH2:49][NH:48][CH2:47][CH2:46]1)(=[O:44])[CH3:43].COC(O)C. No catalyst specified. The product is [C:42]([N:45]1[CH2:50][CH2:49][N:48]([CH2:2][CH2:3][CH2:4][CH2:5][O:6][C:7]2[CH:16]=[C:15]3[C:10]([C:11]([NH:17][C:18]4[C:26]5[O:25][CH2:24][O:23][C:22]=5[C:21]([C:27]#[C:28][CH2:29][O:30][CH3:31])=[CH:20][C:19]=4[Cl:32])=[N:12][CH:13]=[N:14]3)=[CH:9][C:8]=2[O:33][CH3:34])[CH2:47][CH2:46]1)(=[O:44])[CH3:43]. The yield is 0.170. (3) The reactants are Cl.[Cl:2][C:3]1[C:8]([C:9]([NH2:11])=[NH:10])=[CH:7][N:6]=[C:5]([O:12][CH3:13])[CH:4]=1.C(=O)(O)[O-].[K+].Br[CH2:20][C:21]([C:23]1[N:24]([CH:29]([CH3:31])[CH3:30])[N:25]=[C:26]([CH3:28])[N:27]=1)=O. The catalyst is C1COCC1.O. The product is [Cl:2][C:3]1[C:8]([C:9]2[NH:11][CH:20]=[C:21]([C:23]3[N:24]([CH:29]([CH3:31])[CH3:30])[N:25]=[C:26]([CH3:28])[N:27]=3)[N:10]=2)=[CH:7][N:6]=[C:5]([O:12][CH3:13])[CH:4]=1. The yield is 0.970.